From a dataset of Catalyst prediction with 721,799 reactions and 888 catalyst types from USPTO. Predict which catalyst facilitates the given reaction. Reactant: [Si:1]([O:8][C@H:9]1[CH2:18][C:17]2([CH2:21][CH2:20][CH2:19]2)[CH2:16][C:15]2[N:14]=[C:13]([CH:22]([CH3:24])[CH3:23])[C:12]([CH:25]=[O:26])=[C:11]([C:27]3[CH2:28][CH2:29][O:30][CH2:31][CH:32]=3)[C:10]1=2)([C:4]([CH3:7])([CH3:6])[CH3:5])([CH3:3])[CH3:2].I[C:34]1[CH:35]=[CH:36][C:37]([C:42]([F:45])([F:44])[F:43])=[C:38]([CH:41]=1)[C:39]#[N:40].C([Mg]Cl)(C)C.[Cl-].[Li+].C([Mg]Cl)(C)C. Product: [Si:1]([O:8][C@H:9]1[CH2:18][C:17]2([CH2:21][CH2:20][CH2:19]2)[CH2:16][C:15]2[N:14]=[C:13]([CH:22]([CH3:24])[CH3:23])[C:12]([C@@H:25]([OH:26])[C:34]3[CH:35]=[CH:36][C:37]([C:42]([F:43])([F:44])[F:45])=[C:38]([CH:41]=3)[C:39]#[N:40])=[C:11]([C:27]3[CH2:28][CH2:29][O:30][CH2:31][CH:32]=3)[C:10]1=2)([C:4]([CH3:6])([CH3:7])[CH3:5])([CH3:2])[CH3:3]. The catalyst class is: 7.